This data is from Full USPTO retrosynthesis dataset with 1.9M reactions from patents (1976-2016). The task is: Predict the reactants needed to synthesize the given product. (1) Given the product [N:31]1([C:28]2[CH:29]=[CH:30][C:25]([CH2:24][C:9]3[C:10]([CH3:13])=[C:11]([CH3:12])[C:2]([OH:1])=[C:3]([CH:8]=3)[C:4]([O:6][CH3:7])=[O:5])=[CH:26][CH:27]=2)[CH:35]=[CH:34][CH:33]=[N:32]1, predict the reactants needed to synthesize it. The reactants are: [OH:1][C:2]1[C:11]([CH3:12])=[C:10]([CH3:13])[C:9](B2OC(C)(C)C(C)(C)O2)=[CH:8][C:3]=1[C:4]([O:6][CH3:7])=[O:5].Br[CH2:24][C:25]1[CH:30]=[CH:29][C:28]([N:31]2[CH:35]=[CH:34][CH:33]=[N:32]2)=[CH:27][CH:26]=1.C(=O)([O-])[O-].[Na+].[Na+].O. (2) The reactants are: [C:1]([O:5][C:6]([N:8]1[CH2:13][CH2:12][CH:11]([CH:14]=O)[CH2:10][CH2:9]1)=[O:7])([CH3:4])([CH3:3])[CH3:2].[NH2:16][C:17]1[CH:32]=[CH:31][CH:30]=[CH:29][C:18]=1[C:19]([NH:21][C:22]1[CH:27]=[CH:26][C:25]([Cl:28])=[CH:24][N:23]=1)=[O:20].C1(C)C=CC(S([O-])(=O)=O)=CC=1.[NH+]1C=CC=CC=1.O. Given the product [Cl:28][C:25]1[CH:26]=[CH:27][C:22]([NH:21][C:19](=[O:20])[C:18]2[CH:29]=[CH:30][CH:31]=[CH:32][C:17]=2[N:16]=[CH:14][CH:11]2[CH2:10][CH2:9][N:8]([C:6]([O:5][C:1]([CH3:2])([CH3:3])[CH3:4])=[O:7])[CH2:13][CH2:12]2)=[N:23][CH:24]=1, predict the reactants needed to synthesize it.